Dataset: NCI-60 drug combinations with 297,098 pairs across 59 cell lines. Task: Regression. Given two drug SMILES strings and cell line genomic features, predict the synergy score measuring deviation from expected non-interaction effect. Drug 1: CC1=C(C(=O)C2=C(C1=O)N3CC4C(C3(C2COC(=O)N)OC)N4)N. Drug 2: C1CNP(=O)(OC1)N(CCCl)CCCl. Cell line: 786-0. Synergy scores: CSS=25.0, Synergy_ZIP=-6.71, Synergy_Bliss=0.627, Synergy_Loewe=-22.8, Synergy_HSA=-1.60.